This data is from Reaction yield outcomes from USPTO patents with 853,638 reactions. The task is: Predict the reaction yield, written as a fraction of the theoretical maximum amount of product (1.0 means a 100% yield; for example, 0.34 means a 34% yield). The reactants are [Li+].[BH4-].[I:3][C:4]1[CH:18]=[C:17]([O:19][CH3:20])[C:16]([O:21][CH3:22])=[CH:15][C:5]=1[C:6]([NH:8][CH2:9][C:10](OCC)=[O:11])=[O:7].CO. The catalyst is C1COCC1. The product is [OH:11][CH2:10][CH2:9][NH:8][C:6](=[O:7])[C:5]1[CH:15]=[C:16]([O:21][CH3:22])[C:17]([O:19][CH3:20])=[CH:18][C:4]=1[I:3]. The yield is 0.800.